From a dataset of Full USPTO retrosynthesis dataset with 1.9M reactions from patents (1976-2016). Predict the reactants needed to synthesize the given product. (1) Given the product [CH3:24][C:19]1([CH3:25])[C:20]([CH3:23])([CH3:22])[O:21][B:17]([C:2]2[CH:7]=[CH:6][C:5]([S:8]([C:11]3[CH:16]=[CH:15][CH:14]=[CH:13][CH:12]=3)(=[O:10])=[O:9])=[CH:4][CH:3]=2)[O:18]1, predict the reactants needed to synthesize it. The reactants are: Br[C:2]1[CH:7]=[CH:6][C:5]([S:8]([C:11]2[CH:16]=[CH:15][CH:14]=[CH:13][CH:12]=2)(=[O:10])=[O:9])=[CH:4][CH:3]=1.[B:17]1([B:17]2[O:21][C:20]([CH3:23])([CH3:22])[C:19]([CH3:25])([CH3:24])[O:18]2)[O:21][C:20]([CH3:23])([CH3:22])[C:19]([CH3:25])([CH3:24])[O:18]1.C([O-])(=O)C.[K+].O1CCOCC1. (2) Given the product [CH:22]1([C:23]2[C:24]3[CH:29]=[CH:28][C:27]([C:42]([O:48][CH3:49])=[O:43])=[CH:26][C:25]=3[N:16]3[C:15]=2[C:10]2[CH:11]=[CH:12][CH:13]=[CH:14][C:9]=2[NH:8][C:35](=[O:36])[CH2:34]3)[CH2:17][CH2:18][CH2:19][CH2:20][CH2:21]1, predict the reactants needed to synthesize it. The reactants are: C(OC([NH:8][C:9]1[CH:14]=[CH:13][CH:12]=[CH:11][C:10]=1[C:15]1[N:16]([CH2:34][C:35](OC(C)(C)C)=[O:36])[C:17]2[C:22]([C:23]=1[CH:24]1[CH2:29][CH2:28][CH2:27][CH2:26][CH2:25]1)=[CH:21][CH:20]=[C:19](C(OC)=O)[CH:18]=2)=O)(C)(C)C.[C:42]([OH:48])(C(F)(F)F)=[O:43].[CH2:49](Cl)Cl.O. (3) Given the product [Cl:50][C:42]1[C:43]([F:49])=[CH:44][CH:45]=[C:46]([O:47][CH3:48])[C:41]=1[CH:39]([C:38]1[C:32]2[C:33](=[N:34][CH:35]=[C:30]([C:18]3[CH:17]=[N:16][N:15]([C@H:12]4[CH2:11][CH2:10][C@H:9]([OH:8])[CH2:14][CH2:13]4)[CH:19]=3)[CH:31]=2)[NH:36][N:37]=1)[CH3:40], predict the reactants needed to synthesize it. The reactants are: [Si]([O:8][C@H:9]1[CH2:14][CH2:13][C@H:12]([N:15]2[CH:19]=[C:18](B3OC(C)(C)C(C)(C)O3)[CH:17]=[N:16]2)[CH2:11][CH2:10]1)(C(C)(C)C)(C)C.Br[C:30]1[CH:31]=[C:32]2[C:38]([CH:39]([C:41]3[C:46]([O:47][CH3:48])=[CH:45][CH:44]=[C:43]([F:49])[C:42]=3[Cl:50])[CH3:40])=[N:37][NH:36][C:33]2=[N:34][CH:35]=1.C(=O)([O-])[O-].[K+].[K+].ClCCl.